From a dataset of Full USPTO retrosynthesis dataset with 1.9M reactions from patents (1976-2016). Predict the reactants needed to synthesize the given product. (1) Given the product [CH3:1][N:2]1[N:6]=[N:5][C:4]([C@H:7]2[CH2:12][C@H:11]([C:13]3[O:17][NH:16][C:15](=[O:18])[CH:14]=3)[CH2:10][CH2:9][NH:8]2)=[N:3]1, predict the reactants needed to synthesize it. The reactants are: [CH3:1][N:2]1[N:6]=[N:5][C:4]([C@H:7]2[CH2:12][C@H:11]([C:13]3[O:17][NH:16][C:15](=[O:18])[CH:14]=3)[CH2:10][CH2:9][N:8]2C(OCC2C=CC=CC=2)=O)=[N:3]1.Br. (2) The reactants are: [CH2:1]([O:3][C:4]([C:6]1([CH2:19][C:20]([CH3:22])=[CH2:21])[CH2:11][CH2:10][N:9]([C:12]([O:14][C:15]([CH3:18])([CH3:17])[CH3:16])=[O:13])[CH2:8][CH2:7]1)=[O:5])[CH3:2].[H][H]. Given the product [CH2:1]([O:3][C:4]([C:6]1([CH2:19][CH:20]([CH3:21])[CH3:22])[CH2:11][CH2:10][N:9]([C:12]([O:14][C:15]([CH3:17])([CH3:16])[CH3:18])=[O:13])[CH2:8][CH2:7]1)=[O:5])[CH3:2], predict the reactants needed to synthesize it. (3) Given the product [C:1]([C:5]1[CH:23]=[C:8]2[N:9]=[C:10]([CH3:22])[C:11]([CH:14]([CH2:19][CH2:20][CH3:21])[C:15]([O:17][CH3:18])=[O:16])=[C:12]([C:28]3[CH:29]=[CH:30][C:25]([Cl:24])=[CH:26][CH:27]=3)[N:7]2[N:6]=1)([CH3:4])([CH3:3])[CH3:2], predict the reactants needed to synthesize it. The reactants are: [C:1]([C:5]1[CH:23]=[C:8]2[N:9]=[C:10]([CH3:22])[C:11]([CH:14]([CH2:19][CH2:20][CH3:21])[C:15]([O:17][CH3:18])=[O:16])=[C:12](Cl)[N:7]2[N:6]=1)([CH3:4])([CH3:3])[CH3:2].[Cl:24][C:25]1[CH:30]=[CH:29][C:28](B(O)O)=[CH:27][CH:26]=1.C(N(C(C)C)CC)(C)C. (4) Given the product [OH:26][C:21]1[CH:22]=[CH:23][CH:24]=[CH:25][C:20]=1[S:19][C:2]1[C:11]2[C:6](=[CH:7][CH:8]=[CH:9][CH:10]=2)[NH:5]/[C:4](=[C:12]2/[CH:13]=[N:14][NH:15][C:16]/2=[O:17])/[CH:3]=1, predict the reactants needed to synthesize it. The reactants are: Cl[C:2]1[C:11]2[C:6](=[CH:7][CH:8]=[CH:9][CH:10]=2)[NH:5]/[C:4](=[C:12]2/[C:13](C)=[N:14][NH:15][C:16]/2=[O:17])/[CH:3]=1.[SH:19][C:20]1[CH:25]=[CH:24][CH:23]=[CH:22][C:21]=1[OH:26].